This data is from M1 muscarinic receptor agonist screen with 61,833 compounds. The task is: Binary Classification. Given a drug SMILES string, predict its activity (active/inactive) in a high-throughput screening assay against a specified biological target. (1) The result is 0 (inactive). The molecule is S=c1n(c(nn1CC(OC)=O)c1ccccc1)c1ccccc1. (2) The compound is S=c1n(c(=O)c2c([nH][nH]c2)n1)c1c(F)cccc1. The result is 0 (inactive). (3) The drug is S(Cc1c2c(oc1C(OCC)=O)cccc2)c1n(nnn1)c1ccc(OC)cc1. The result is 0 (inactive). (4) The molecule is s1c2N(CCCc2c2c1n1c(n(c2=O)c2ccccc2)nnc1)Cc1ccccc1. The result is 0 (inactive).